From a dataset of Reaction yield outcomes from USPTO patents with 853,638 reactions. Predict the reaction yield, written as a fraction of the theoretical maximum amount of product (1.0 means a 100% yield; for example, 0.34 means a 34% yield). (1) The reactants are [OH:1][CH:2]1[CH2:6][N:5]([C@@H](C2C=CC=CC=2)C)[CH2:4][C@@:3]1([CH3:22])[C:15]([O:17][C:18]([CH3:21])([CH3:20])[CH3:19])=[O:16].Cl.C(=O)([O-])O.[Na+].[CH2:29]([O:36][C:37](Cl)=[O:38])[C:30]1[CH:35]=[CH:34][CH:33]=[CH:32][CH:31]=1. The catalyst is C(O)C.C(OCC)C. The product is [CH2:29]([O:36][C:37]([N:5]1[CH2:6][CH:2]([OH:1])[C@:3]([CH3:22])([C:15]([O:17][C:18]([CH3:21])([CH3:20])[CH3:19])=[O:16])[CH2:4]1)=[O:38])[C:30]1[CH:35]=[CH:34][CH:33]=[CH:32][CH:31]=1. The yield is 0.911. (2) The product is [F:1][C:2]1[CH:7]=[CH:6][C:5](/[C:8](/[C:10]2[CH:11]=[N:12][C:13]([O:16][CH3:17])=[CH:14][CH:15]=2)=[N:19]\[OH:20])=[CH:4][CH:3]=1. The yield is 1.00. The catalyst is CCO. The reactants are [F:1][C:2]1[CH:7]=[CH:6][C:5]([C:8]([C:10]2[CH:11]=[N:12][C:13]([O:16][CH3:17])=[CH:14][CH:15]=2)=O)=[CH:4][CH:3]=1.Cl.[NH2:19][OH:20].CCN(C(C)C)C(C)C. (3) The reactants are [F:1][C:2]([F:17])([CH:8]([O:11][C:12](=[O:16])[C:13]([CH3:15])=[CH2:14])[CH2:9][CH3:10])[C:3]([O:5][CH2:6]C)=[O:4]. The catalyst is CO. The product is [F:1][C:2]([F:17])([CH:8]([O:11][C:12](=[O:16])[C:13]([CH3:15])=[CH2:14])[CH2:9][CH3:10])[C:3]([O:5][CH3:6])=[O:4]. The yield is 0.950. (4) The reactants are [N:1]1([C:7]2[CH:14]=[CH:13][CH:12]=[CH:11][C:8]=2[C:9]#N)[CH2:6][CH2:5][CH2:4][CH2:3][CH2:2]1.[CH2:15]([Mg]Br)[CH2:16][CH2:17][CH3:18].Cl.[BH4-].[Na+].C1C[O:27]CC1. The catalyst is O. The product is [N:1]1([C:7]2[CH:14]=[CH:13][CH:12]=[CH:11][C:8]=2[CH:9]([OH:27])[CH2:15][CH2:16][CH2:17][CH3:18])[CH2:6][CH2:5][CH2:4][CH2:3][CH2:2]1. The yield is 0.550. (5) The reactants are [Cl:1][C:2]1[CH:3]=[C:4]([C:8]([CH3:12])([CH3:11])[C:9]#N)[CH:5]=[CH:6][CH:7]=1.CC(C[AlH]CC(C)C)C.C1C[O:25]CC1. No catalyst specified. The product is [Cl:1][C:2]1[CH:3]=[C:4]([C:8]([CH3:12])([CH3:11])[CH:9]=[O:25])[CH:5]=[CH:6][CH:7]=1. The yield is 0.880. (6) The reactants are [O:1]1[CH:5]=[CH:4][CH:3]=[C:2]1[C:6]1[N:7]=[C:8]([NH:17][C:18]([C:20]2[CH:25]=[CH:24][N:23]=[CH:22][CH:21]=2)=[O:19])[S:9][C:10]=1[C:11](=[O:16])N(OC)C.[CH:26]1([Mg]Br)[CH2:30][CH2:29][CH2:28][CH2:27]1.C(OCC)C.[Cl-].[NH4+]. The catalyst is C1COCC1. The product is [CH:26]1([C:11]([C:10]2[S:9][C:8]([NH:17][C:18]([C:20]3[CH:21]=[CH:22][N:23]=[CH:24][CH:25]=3)=[O:19])=[N:7][C:6]=2[C:2]2[O:1][CH:5]=[CH:4][CH:3]=2)=[O:16])[CH2:30][CH2:29][CH2:28][CH2:27]1. The yield is 0.0700. (7) The reactants are C(P(C(C)(C)C)C(C)(C)C)(C)(C)C.CCCCCC.[C:20]([O:24][C:25](=[O:43])[N:26]([CH2:30][CH2:31][N:32]1[C:41]2[C:36](=[CH:37][C:38](Br)=[CH:39][CH:40]=2)[CH2:35][CH2:34][CH2:33]1)[CH:27]([CH3:29])[CH3:28])([CH3:23])([CH3:22])[CH3:21].C[Si]([N-:48][Si](C)(C)C)(C)C.[Li+].CCCC[N+](CCCC)(CCCC)CCCC.[F-]. The catalyst is C1COCC1.C1C=CC(/C=C/C(/C=C/C2C=CC=CC=2)=O)=CC=1.C1C=CC(/C=C/C(/C=C/C2C=CC=CC=2)=O)=CC=1.C1C=CC(/C=C/C(/C=C/C2C=CC=CC=2)=O)=CC=1.[Pd].[Pd]. The product is [C:20]([O:24][C:25](=[O:43])[N:26]([CH2:30][CH2:31][N:32]1[C:41]2[C:36](=[CH:37][C:38]([NH2:48])=[CH:39][CH:40]=2)[CH2:35][CH2:34][CH2:33]1)[CH:27]([CH3:29])[CH3:28])([CH3:23])([CH3:22])[CH3:21]. The yield is 0.675.